From a dataset of CYP2C9 inhibition data for predicting drug metabolism from PubChem BioAssay. Regression/Classification. Given a drug SMILES string, predict its absorption, distribution, metabolism, or excretion properties. Task type varies by dataset: regression for continuous measurements (e.g., permeability, clearance, half-life) or binary classification for categorical outcomes (e.g., BBB penetration, CYP inhibition). Dataset: cyp2c9_veith. (1) The compound is COc1cccc(/C=N\NC(=O)C2C(=O)NCC2c2ccccc2)c1O. The result is 1 (inhibitor). (2) The drug is CC(=O)N(CC(=O)O)c1ccccc1C(=O)O. The result is 0 (non-inhibitor). (3) The molecule is CC(C)[C@@H](C)/C=C\[C@@H](C)[C@@H]1CC[C@H]2C3=CC=C4C[C@@H](O)CC[C@]4(C)[C@H]3CC[C@@]12C. The result is 0 (non-inhibitor). (4) The drug is O=C(O)c1ccc(S(=O)(=O)N=Nc2c(O)[nH]c3ccccc23)cc1. The result is 0 (non-inhibitor). (5) The compound is COc1cccc(-c2ccc3ncnc(NC4CC4)c3c2)c1. The result is 0 (non-inhibitor). (6) The compound is N[C@H](CCC(=O)NCS(=O)(=O)O)C(=O)O. The result is 0 (non-inhibitor).